From a dataset of Full USPTO retrosynthesis dataset with 1.9M reactions from patents (1976-2016). Predict the reactants needed to synthesize the given product. (1) Given the product [N:12]1[CH:13]=[CH:14][CH:15]=[C:10]([NH:9][C:8]([N:31]2[CH2:32][CH2:33][N:28]([CH2:27][C:25]3[CH:24]=[CH:23][C:21]4[O:22][C:18]([F:34])([F:17])[O:19][C:20]=4[CH:26]=3)[CH2:29][CH2:30]2)=[O:16])[CH:11]=1, predict the reactants needed to synthesize it. The reactants are: C1(O[C:8](=[O:16])[NH:9][C:10]2[CH:11]=[N:12][CH:13]=[CH:14][CH:15]=2)C=CC=CC=1.[F:17][C:18]1([F:34])[O:22][C:21]2[CH:23]=[CH:24][C:25]([CH2:27][N:28]3[CH2:33][CH2:32][NH:31][CH2:30][CH2:29]3)=[CH:26][C:20]=2[O:19]1.O. (2) The reactants are: [O:1]1[CH2:6][CH:5]=[C:4]([C:7]2[C:8]([O:13][C@H:14]3[CH2:19][CH2:18][C@H:17]([NH:20][C:21]4[S:22][C:23]5[CH:29]=[CH:28][CH:27]=[CH:26][C:24]=5[N:25]=4)[CH2:16][CH2:15]3)=[N:9][CH:10]=[CH:11][N:12]=2)[CH2:3][CH2:2]1.C([O-])=O.[NH4+]. Given the product [O:1]1[CH2:6][CH2:5][CH:4]([C:7]2[C:8]([O:13][C@H:14]3[CH2:15][CH2:16][C@H:17]([NH:20][C:21]4[S:22][C:23]5[CH:29]=[CH:28][CH:27]=[CH:26][C:24]=5[N:25]=4)[CH2:18][CH2:19]3)=[N:9][CH:10]=[CH:11][N:12]=2)[CH2:3][CH2:2]1, predict the reactants needed to synthesize it. (3) Given the product [C:1]([O:4][CH2:7][CH2:8][CH2:9][N:10]1[C:18]2[C:13](=[CH:14][C:15]([CH2:21][CH:22]([N+:24]([O-:26])=[O:25])[CH3:23])=[CH:16][C:17]=2[C:19]#[N:20])[CH2:12][CH2:11]1)(=[O:3])[CH3:2], predict the reactants needed to synthesize it. The reactants are: [C:1]([O-:4])(=[O:3])[CH3:2].[K+].Cl[CH2:7][CH2:8][CH2:9][N:10]1[C:18]2[C:13](=[CH:14][C:15]([CH2:21][CH:22]([N+:24]([O-:26])=[O:25])[CH3:23])=[CH:16][C:17]=2[C:19]#[N:20])[CH2:12][CH2:11]1.O. (4) Given the product [Cl:11][C:3]1[CH:4]=[CH:5][C:6]([C:8](=[O:9])[CH:10]=[C:20]([C:15]2[CH:16]=[C:17]([Cl:19])[CH:18]=[C:13]([Cl:12])[CH:14]=2)[C:21]([F:24])([F:23])[F:22])=[CH:7][C:2]=1[CH3:1], predict the reactants needed to synthesize it. The reactants are: [CH3:1][C:2]1[CH:7]=[C:6]([C:8]([CH3:10])=[O:9])[CH:5]=[CH:4][C:3]=1[Cl:11].[Cl:12][C:13]1[CH:14]=[C:15]([C:20](=O)[C:21]([F:24])([F:23])[F:22])[CH:16]=[C:17]([Cl:19])[CH:18]=1.ClCCCl.C(=O)([O-])[O-].[K+].[K+]. (5) Given the product [OH:2][C:3]1[CH:4]=[CH:5][C:6]2[C:10]([O:11][C:12]3[CH:17]=[CH:16][C:15]([CH2:18][CH2:19][C:20]([OH:22])=[O:21])=[CH:14][CH:13]=3)=[C:9]([C:27]3[CH:28]=[CH:29][C:30]([OH:33])=[CH:31][CH:32]=3)[S:8][C:7]=2[CH:35]=1, predict the reactants needed to synthesize it. The reactants are: C[O:2][C:3]1[CH:4]=[CH:5][C:6]2[C:10]([O:11][C:12]3[CH:17]=[CH:16][C:15]([CH2:18][CH2:19][C:20]([O:22]C(C)(C)C)=[O:21])=[CH:14][CH:13]=3)=[C:9]([C:27]3[CH:32]=[CH:31][C:30]([O:33]C)=[CH:29][CH:28]=3)[S:8][C:7]=2[CH:35]=1.B(Br)(Br)Br. (6) Given the product [CH3:27][C:10]1([CH3:28])[C:9]2[C:14](=[C:5]([C:3]([OH:4])=[O:2])[CH:6]=[CH:7][CH:8]=2)[NH:13][CH:12]([C:15]2[CH:20]=[CH:19][CH:18]=[C:17]([N:21]3[CH2:26][CH2:25][O:24][CH2:23][CH2:22]3)[CH:16]=2)[CH2:11]1, predict the reactants needed to synthesize it. The reactants are: C[O:2][C:3]([C:5]1[CH:6]=[CH:7][CH:8]=[C:9]2[C:14]=1[NH:13][CH:12]([C:15]1[CH:20]=[CH:19][CH:18]=[C:17]([N:21]3[CH2:26][CH2:25][O:24][CH2:23][CH2:22]3)[CH:16]=1)[CH2:11][C:10]2([CH3:28])[CH3:27])=[O:4].[OH-].[Na+].Cl. (7) Given the product [NH2:1][C:2]1([C:6]2[CH:11]=[CH:10][C:9]([C:12]3[N:13]=[C:14]4[CH:19]=[CH:18][C:17]([C:20]([NH:35][CH3:34])=[O:22])=[N:16][N:15]4[C:23]=3[C:24]3[CH:25]=[CH:26][CH:27]=[CH:28][CH:29]=3)=[CH:8][CH:7]=2)[CH2:5][CH2:4][CH2:3]1, predict the reactants needed to synthesize it. The reactants are: [NH2:1][C:2]1([C:6]2[CH:11]=[CH:10][C:9]([C:12]3[N:13]=[C:14]4[CH:19]=[CH:18][C:17]([C:20]([OH:22])=O)=[N:16][N:15]4[C:23]=3[C:24]3[CH:29]=[CH:28][CH:27]=[CH:26][CH:25]=3)=[CH:8][CH:7]=2)[CH2:5][CH2:4][CH2:3]1.CN.C1C[N:35]([P+](ON2N=NC3C=CC=CC2=3)(N2CCCC2)N2CCCC2)[CH2:34]C1.F[P-](F)(F)(F)(F)F.C(N(CC)C(C)C)(C)C.